Dataset: Reaction yield outcomes from USPTO patents with 853,638 reactions. Task: Predict the reaction yield, written as a fraction of the theoretical maximum amount of product (1.0 means a 100% yield; for example, 0.34 means a 34% yield). (1) The reactants are [CH3:1][O:2][C:3]1[C:9]([CH2:10][CH2:11][N:12]2[CH2:17][CH2:16][N:15]([C:18]3[CH:27]=[CH:26][CH:25]=[C:24]4[C:19]=3[CH:20]=[CH:21][C:22]([CH3:28])=[N:23]4)[CH2:14][CH2:13]2)=[CH:8][CH:7]=[CH:6][C:4]=1[NH2:5].[CH3:29][S:30]([Cl:33])(=[O:32])=[O:31]. No catalyst specified. The product is [ClH:33].[ClH:33].[CH3:1][O:2][C:3]1[C:9]([CH2:10][CH2:11][N:12]2[CH2:13][CH2:14][N:15]([C:18]3[CH:27]=[CH:26][CH:25]=[C:24]4[C:19]=3[CH:20]=[CH:21][C:22]([CH3:28])=[N:23]4)[CH2:16][CH2:17]2)=[CH:8][CH:7]=[CH:6][C:4]=1[NH:5][S:30]([CH3:29])(=[O:32])=[O:31]. The yield is 0.720. (2) The reactants are [I:1][C:2]1[CH:3]=[C:4]2[C:8](=[CH:9][CH:10]=1)[NH:7][N:6]=[CH:5]2.[CH:11](Br)([CH3:13])[CH3:12].[CH3:15][C:16]([O-])(C)[CH3:17].[K+].C(OCC)(=O)C. The catalyst is CN(C=O)C. The product is [I:1][C:2]1[CH:3]=[C:4]2[C:8](=[CH:9][CH:10]=1)[N:7]([CH:11]([CH3:13])[CH3:12])[N:6]=[CH:5]2.[I:1][C:2]1[CH:10]=[CH:9][C:8]2[C:4](=[CH:5][N:6]([CH:16]([CH3:17])[CH3:15])[N:7]=2)[CH:3]=1. The yield is 0.520.